Dataset: Reaction yield outcomes from USPTO patents with 853,638 reactions. Task: Predict the reaction yield, written as a fraction of the theoretical maximum amount of product (1.0 means a 100% yield; for example, 0.34 means a 34% yield). The reactants are [F:1][C:2]1[CH:3]=[C:4]([C:8]2[C:13](=[O:14])[N:12]3[C:15]([CH3:18])=[CH:16][S:17][C:11]3=[N:10][C:9]=2[C@@H:19]([NH:21]C(=O)OC(C)(C)C)[CH3:20])[CH:5]=[CH:6][CH:7]=1.O1CCOCC1.O.[OH-].[Na+]. The yield is 1.03. The product is [NH2:21][C@H:19]([C:9]1[N:10]=[C:11]2[S:17][CH:16]=[C:15]([CH3:18])[N:12]2[C:13](=[O:14])[C:8]=1[C:4]1[CH:5]=[CH:6][CH:7]=[C:2]([F:1])[CH:3]=1)[CH3:20]. The catalyst is Cl.